This data is from Forward reaction prediction with 1.9M reactions from USPTO patents (1976-2016). The task is: Predict the product of the given reaction. (1) Given the reactants [NH2:1][C:2]1[CH:7]=[CH:6][CH:5]=[CH:4][N:3]=1.Cl[CH2:9][C:10](=O)[CH2:11][C:12]([O:14][CH2:15][CH3:16])=[O:13].O, predict the reaction product. The product is: [N:1]1[C:10]([CH2:11][C:12]([O:14][CH2:15][CH3:16])=[O:13])=[CH:9][N:3]2[CH:4]=[CH:5][CH:6]=[CH:7][C:2]=12. (2) The product is: [CH:1]1([N:6]2[CH:14]=[C:13]([N+:15]([O-:17])=[O:16])[N:12]=[CH:11]2)[CH2:5][CH2:4][CH2:3][CH2:2]1. Given the reactants [CH:1]1([NH2:6])[CH2:5][CH2:4][CH2:3][CH2:2]1.[N+](N1[CH:14]=[C:13]([N+:15]([O-:17])=[O:16])[N:12]=[CH:11]1)([O-])=O, predict the reaction product.